From a dataset of Full USPTO retrosynthesis dataset with 1.9M reactions from patents (1976-2016). Predict the reactants needed to synthesize the given product. (1) The reactants are: [Li]C(C)(C)C.Br[C:7]1[CH:8]=[CH:9][C:10]([F:23])=[C:11]2[C:15]=1[N:14]([C:16]([O:18][C:19]([CH3:22])([CH3:21])[CH3:20])=[O:17])[CH2:13][CH2:12]2.[C:24](=[O:26])=[O:25]. Given the product [CH3:20][C:19]([O:18][C:16]([N:14]1[C:15]2[C:11](=[C:10]([F:23])[CH:9]=[CH:8][C:7]=2[C:24]([OH:26])=[O:25])[CH2:12][CH2:13]1)=[O:17])([CH3:22])[CH3:21], predict the reactants needed to synthesize it. (2) Given the product [F:23][C:24]1[C:29]([C:2]2[CH:3]=[C:4]3[C@@:15]4([CH2:19][S:18][C:17]([NH2:20])=[N:16]4)[C:14]4[CH:13]=[C:12]([N:33]5[CH2:38][CH2:37][O:36][CH2:35][CH2:34]5)[N:11]=[CH:10][C:9]=4[O:8][C:5]3=[CH:6][CH:7]=2)=[CH:28][CH:27]=[CH:26][N:25]=1, predict the reactants needed to synthesize it. The reactants are: Br[C:2]1[CH:3]=[C:4]2[C@@:15]3([CH2:19][S:18][C:17]([NH2:20])=[N:16]3)[C:14]3[CH:13]=[C:12](Cl)[N:11]=[C:10](F)[C:9]=3[O:8][C:5]2=[CH:6][CH:7]=1.[F:23][C:24]1[C:29](B(O)O)=[CH:28][CH:27]=[CH:26][N:25]=1.[NH:33]1[CH2:38][CH2:37][O:36][CH2:35][CH2:34]1. (3) Given the product [CH3:34][CH:32]1[CH2:31][N:30]([C:11]2[CH:10]=[C:9]3[C:4]([C:5](=[O:26])[C:6]([C:24]#[N:25])=[CH:7][N:8]3[CH2:13][C:14]3[CH:19]=[CH:18][C:17]([C:20]([F:22])([F:23])[F:21])=[CH:16][CH:15]=3)=[CH:3][C:2]=2[F:1])[CH2:29][CH:28]([CH3:27])[O:33]1, predict the reactants needed to synthesize it. The reactants are: [F:1][C:2]1[CH:3]=[C:4]2[C:9](=[CH:10][C:11]=1F)[N:8]([CH2:13][C:14]1[CH:19]=[CH:18][C:17]([C:20]([F:23])([F:22])[F:21])=[CH:16][CH:15]=1)[CH:7]=[C:6]([C:24]#[N:25])[C:5]2=[O:26].[CH3:27][CH:28]1[O:33][CH:32]([CH3:34])[CH2:31][NH:30][CH2:29]1. (4) The reactants are: [NH2:1][C:2]1[N:6]=[C:5]([CH2:7][C:8]2[CH:13]=[CH:12][CH:11]=[CH:10][CH:9]=2)[NH:4][N:3]=1.[C:14]([CH:17]([CH:23]([CH2:29][CH2:30][CH3:31])[C:24]([O:26][CH2:27][CH3:28])=[O:25])[C:18](OCC)=[O:19])(=O)[CH3:15]. Given the product [CH2:7]([C:5]1[N:6]=[C:2]2[N:1]=[C:14]([CH3:15])[C:17]([CH:23]([CH2:29][CH2:30][CH3:31])[C:24]([O:26][CH2:27][CH3:28])=[O:25])=[C:18]([OH:19])[N:3]2[N:4]=1)[C:8]1[CH:9]=[CH:10][CH:11]=[CH:12][CH:13]=1, predict the reactants needed to synthesize it. (5) Given the product [Cl:1][C:2]1[CH:7]=[CH:6][N:5]=[C:4]2[N:8]([S:26]([C:29]3[CH:34]=[CH:33][CH:32]=[CH:31][CH:30]=3)(=[O:28])=[O:27])[CH:9]=[C:10]([C:11]3[CH:12]=[C:13]([CH2:14][NH2:15])[CH:23]=[CH:24][CH:25]=3)[C:3]=12, predict the reactants needed to synthesize it. The reactants are: [Cl:1][C:2]1[CH:7]=[CH:6][N:5]=[C:4]2[N:8]([S:26]([C:29]3[CH:34]=[CH:33][CH:32]=[CH:31][CH:30]=3)(=[O:28])=[O:27])[CH:9]=[C:10]([C:11]3[CH:12]=[C:13]([CH:23]=[CH:24][CH:25]=3)[CH2:14][NH:15]C(=O)OC(C)(C)C)[C:3]=12.